From a dataset of Forward reaction prediction with 1.9M reactions from USPTO patents (1976-2016). Predict the product of the given reaction. (1) The product is: [Br:1][C:2]1[C:3]([CH3:9])=[N:4][C:5]([N:11]2[CH2:15][CH2:14][C@H:13]([OH:16])[CH2:12]2)=[N:6][CH:7]=1. Given the reactants [Br:1][C:2]1[C:3]([CH3:9])=[N:4][C:5](Cl)=[N:6][CH:7]=1.Cl.[NH:11]1[CH2:15][CH2:14][C@H:13]([OH:16])[CH2:12]1.C(N(C(C)C)C(C)C)C.C(O)C, predict the reaction product. (2) Given the reactants [CH3:1][O:2][C:3]([N:5]1[C@@H:13]2[C@@H:8]([C@@:9]([OH:23])([C:14]#[C:15][C:16]3[CH:17]=[C:18]([CH3:22])[CH:19]=[CH:20][CH:21]=3)[CH2:10][CH2:11][CH2:12]2)[CH2:7][CH2:6]1)=[O:4].[C:24]([O:28][C:29]([N:31]1[CH2:36][CH2:35][N:34]([CH2:37][C:38](O)=[O:39])[CH2:33][CH2:32]1)=[O:30])([CH3:27])([CH3:26])[CH3:25], predict the reaction product. The product is: [CH3:1][O:2][C:3]([N:5]1[C@H:13]2[C@H:8]([C@:9]([O:23][C:38](=[O:39])[CH2:37][N:34]3[CH2:33][CH2:32][N:31]([C:29]([O:28][C:24]([CH3:26])([CH3:25])[CH3:27])=[O:30])[CH2:36][CH2:35]3)([C:14]#[C:15][C:16]3[CH:17]=[C:18]([CH3:22])[CH:19]=[CH:20][CH:21]=3)[CH2:10][CH2:11][CH2:12]2)[CH2:7][CH2:6]1)=[O:4]. (3) Given the reactants [CH3:1][C:2]1[C:10]2[N:9]=[C:8]([CH2:11][CH2:12][CH3:13])[N:7]([CH2:14][C:15]3[CH:32]=[CH:31][C:18]4/[C:19](=[CH:28]\[C:29]#[N:30])/[C:20]5[CH:27]=[CH:26][CH:25]=[CH:24][C:21]=5[O:22][CH2:23][C:17]=4[CH:16]=3)[C:6]=2[CH:5]=[CH:4][CH:3]=1.NO.C([N:37](CC)CC)C.[C:42](Cl)(=[O:46])[O:43]CC.CC(C)([O-])C.[K+].C(O)(=O)CC(CC(O)=O)(C(O)=O)O, predict the reaction product. The product is: [CH3:1][C:2]1[C:10]2[N:9]=[C:8]([CH2:11][CH2:12][CH3:13])[N:7]([CH2:14][C:15]3[CH:32]=[CH:31][C:18]4/[C:19](=[CH:28]\[C:29]5[NH:37][C:42](=[O:46])[O:43][N:30]=5)/[C:20]5[CH:27]=[CH:26][CH:25]=[CH:24][C:21]=5[O:22][CH2:23][C:17]=4[CH:16]=3)[C:6]=2[CH:5]=[CH:4][CH:3]=1. (4) Given the reactants [Cl:1][C:2]1[CH:7]=[CH:6][C:5]([C:8]2[CH:13]=[CH:12][CH:11]=[C:10]([NH2:14])[CH:9]=2)=[CH:4][CH:3]=1.[CH:15](=O)[CH2:16][CH2:17][CH3:18], predict the reaction product. The product is: [CH2:15]([NH:14][C:10]1[CH:9]=[C:8]([C:5]2[CH:4]=[CH:3][C:2]([Cl:1])=[CH:7][CH:6]=2)[CH:13]=[CH:12][CH:11]=1)[CH2:16][CH2:17][CH3:18]. (5) Given the reactants [OH:1][C:2]1[C:3]([CH2:12][CH2:13][CH3:14])=[C:4]([CH:9]=[CH:10][CH:11]=1)[C:5]([O:7][CH3:8])=[O:6].[CH2:15]([O:22][C:23]1[CH:28]=[C:27]([O:29][CH2:30][CH2:31][CH2:32]Cl)[C:26]([CH2:34][CH3:35])=[CH:25][C:24]=1[C:36]1[CH:41]=[CH:40][C:39]([F:42])=[CH:38][CH:37]=1)[C:16]1[CH:21]=[CH:20][CH:19]=[CH:18][CH:17]=1.C(=O)([O-])[O-].[K+].[K+].COC(C)(C)C, predict the reaction product. The product is: [CH2:15]([O:22][C:23]1[C:24]([C:36]2[CH:37]=[CH:38][C:39]([F:42])=[CH:40][CH:41]=2)=[CH:25][C:26]([CH2:34][CH3:35])=[C:27]([CH:28]=1)[O:29][CH2:30][CH2:31][CH2:32][O:1][C:2]1[C:3]([CH2:12][CH2:13][CH3:14])=[C:4]([CH:9]=[CH:10][CH:11]=1)[C:5]([O:7][CH3:8])=[O:6])[C:16]1[CH:17]=[CH:18][CH:19]=[CH:20][CH:21]=1.